Dataset: Peptide-MHC class I binding affinity with 185,985 pairs from IEDB/IMGT. Task: Regression. Given a peptide amino acid sequence and an MHC pseudo amino acid sequence, predict their binding affinity value. This is MHC class I binding data. (1) The peptide sequence is KATLTEGVYR. The MHC is HLA-A31:01 with pseudo-sequence HLA-A31:01. The binding affinity (normalized) is 0.600. (2) The peptide sequence is AVMFFPFWF. The binding affinity (normalized) is 0.119. The MHC is HLA-A33:01 with pseudo-sequence HLA-A33:01. (3) The peptide sequence is LITNTIAGV. The MHC is HLA-B46:01 with pseudo-sequence HLA-B46:01. The binding affinity (normalized) is 0.0847. (4) The peptide sequence is RVYVAQKRK. The MHC is HLA-A69:01 with pseudo-sequence HLA-A69:01. The binding affinity (normalized) is 0.0847.